Predict the reaction yield, written as a fraction of the theoretical maximum amount of product (1.0 means a 100% yield; for example, 0.34 means a 34% yield). From a dataset of Reaction yield outcomes from USPTO patents with 853,638 reactions. (1) The reactants are [NH2:1][NH:2][C:3]([NH2:5])=[S:4].[C:6]([C:14]([OH:16])=O)(=O)[C:7]1[CH:12]=[CH:11][CH:10]=[CH:9][CH:8]=1.[OH-].[K+].[CH3:19]I. The catalyst is O.CO. The product is [CH3:19][S:4][C:3]1[NH:5][C:14](=[O:16])[C:6]([C:7]2[CH:12]=[CH:11][CH:10]=[CH:9][CH:8]=2)=[N:1][N:2]=1. The yield is 0.977. (2) The reactants are Cl.[CH3:2][C@:3]1([N:8]2[C:12]3[N:13]=[C:14]([N:24]4[CH2:29][CH2:28][O:27][CH2:26][CH2:25]4)[N:15]=[C:16]([C:17]4[CH:18]=[N:19][C:20]([NH2:23])=[N:21][CH:22]=4)[C:11]=3[CH2:10][CH2:9]2)[CH2:7][CH2:6][NH:5][CH2:4]1.Br[CH:31]1[CH2:35][CH2:34][NH:33][C:32]1=[O:36].O. The catalyst is C(Cl)Cl. The product is [NH2:23][C:20]1[N:19]=[CH:18][C:17]([C:16]2[C:11]3[CH2:10][CH2:9][N:8]([C@@:3]4([CH3:2])[CH2:7][CH2:6][N:5]([CH:31]5[CH2:35][CH2:34][NH:33][C:32]5=[O:36])[CH2:4]4)[C:12]=3[N:13]=[C:14]([N:24]3[CH2:29][CH2:28][O:27][CH2:26][CH2:25]3)[N:15]=2)=[CH:22][N:21]=1. The yield is 0.480. (3) The reactants are [CH3:1][C:2]1[CH:7]=[C:6]([N+:8]([O-])=O)[CH:5]=[C:4]([CH3:11])[C:3]=1[NH:12][C:13](=[O:15])[CH3:14]. The catalyst is O1CCCC1.C(O)(=O)C.[Zn]. The product is [NH2:8][C:6]1[CH:7]=[C:2]([CH3:1])[C:3]([NH:12][C:13](=[O:15])[CH3:14])=[C:4]([CH3:11])[CH:5]=1. The yield is 0.280. (4) The catalyst is CO. The yield is 0.470. The reactants are [N:1]#[C:2][NH2:3].[CH3:4][O-].[Na+].[CH:7]1([C:10]2[CH:17]=[C:16]([N:18]=[C:19]=[S:20])[CH:15]=[CH:14][C:11]=2[C:12]#[N:13])[CH2:9][CH2:8]1.CI. The product is [C:2](/[N:3]=[C:19](\[S:20][CH3:4])/[NH:18][C:16]1[CH:15]=[CH:14][C:11]([C:12]#[N:13])=[C:10]([CH:7]2[CH2:8][CH2:9]2)[CH:17]=1)#[N:1]. (5) The reactants are CN1[CH:6]=[C:5]([NH2:7])[S:4]C1.Cl[C:9]([O:11][C:12]1[CH:17]=[CH:16][CH:15]=[CH:14][CH:13]=1)=[O:10].[N:18]1C=CC=[CH:20][CH:19]=1. No catalyst specified. The product is [CH3:20][C:19]1[CH:6]=[C:5]([NH:7][C:9](=[O:10])[O:11][C:12]2[CH:17]=[CH:16][CH:15]=[CH:14][CH:13]=2)[S:4][N:18]=1. The yield is 0.710.